This data is from Reaction yield outcomes from USPTO patents with 853,638 reactions. The task is: Predict the reaction yield, written as a fraction of the theoretical maximum amount of product (1.0 means a 100% yield; for example, 0.34 means a 34% yield). (1) The product is [Cl:17][C:18]1[CH:25]=[C:24]([Cl:26])[CH:23]=[CH:22][C:19]=1[CH:20]1[C:29]([C:30]([O:32][CH2:33][CH3:34])=[O:31])=[C:28]([CH3:35])[NH:13][C:12]([C:9]2[S:10][CH:11]=[C:7]([C:6]([F:5])([F:15])[F:16])[N:8]=2)=[N:14]1. The reactants are C(O)(=O)C.[F:5][C:6]([F:16])([F:15])[C:7]1[N:8]=[C:9]([C:12](=[NH:14])[NH2:13])[S:10][CH:11]=1.[Cl:17][C:18]1[CH:25]=[C:24]([Cl:26])[CH:23]=[CH:22][C:19]=1[CH:20]=O.O=[C:28]([CH3:35])[CH2:29][C:30]([O:32][CH2:33][CH3:34])=[O:31]. No catalyst specified. The yield is 0.640. (2) The reactants are [Cl:1][C:2]1[N:10]([CH2:11][CH:12]=[CH2:13])[C:9]2[C:8](=[O:14])[N:7]([CH3:15])[C:6](=[O:16])[N:5](COCCOC)[C:4]=2[N:3]=1.Cl. The catalyst is O1CCOCC1.O. The product is [Cl:1][C:2]1[N:10]([CH2:11][CH:12]=[CH2:13])[C:9]2[C:8](=[O:14])[N:7]([CH3:15])[C:6](=[O:16])[NH:5][C:4]=2[N:3]=1. The yield is 0.680. (3) The reactants are [C:1]([C:3]1([NH:6][C:7]([C@@H:9]2[CH2:13][C@@H:12]([S:14]([C:17]3[CH:22]=[CH:21][CH:20]=[CH:19][C:18]=3[O:23][C:24]([F:27])([F:26])[F:25])(=[O:16])=[O:15])[CH2:11][NH:10]2)=[O:8])[CH2:5][CH2:4]1)#[N:2].Cl.[N:29]1([C:35]2([C:38](O)=[O:39])[CH2:37][CH2:36]2)[CH2:34][CH2:33][CH2:32][CH2:31][CH2:30]1. No catalyst specified. The product is [C:1]([C:3]1([NH:6][C:7]([C@@H:9]2[CH2:13][C@@H:12]([S:14]([C:17]3[CH:22]=[CH:21][CH:20]=[CH:19][C:18]=3[O:23][C:24]([F:27])([F:25])[F:26])(=[O:16])=[O:15])[CH2:11][N:10]2[C:38]([C:35]2([N:29]3[CH2:34][CH2:33][CH2:32][CH2:31][CH2:30]3)[CH2:36][CH2:37]2)=[O:39])=[O:8])[CH2:4][CH2:5]1)#[N:2]. The yield is 0.610. (4) The reactants are [N:1]1[CH:6]=[C:5]([CH2:7][C:8]#[N:9])[CH:4]=[N:3][CH:2]=1.Br[CH2:11][CH:12]1[CH2:14][CH2:13]1.[H-].[Na+]. The catalyst is CN(C=O)C. The product is [CH:12]1([CH2:11][CH:7]([C:5]2[CH:6]=[N:1][CH:2]=[N:3][CH:4]=2)[C:8]#[N:9])[CH2:14][CH2:13]1. The yield is 0.850.